From a dataset of Forward reaction prediction with 1.9M reactions from USPTO patents (1976-2016). Predict the product of the given reaction. Given the reactants C[Si](C)(C)[O:3][C:4]1[CH2:9][CH2:8][N:7]([C:10]([O:12][C:13]([CH3:16])([CH3:15])[CH3:14])=[O:11])[CH2:6][CH:5]=1.[B-](F)(F)(F)[F:20].[B-](F)(F)(F)F.C1[N+]2(CCl)CC[N+](F)(CC2)C1.CCOC(C)=O.CCCCCC, predict the reaction product. The product is: [F:20][CH:9]1[C:4](=[O:3])[CH2:5][CH2:6][N:7]([C:10]([O:12][C:13]([CH3:16])([CH3:15])[CH3:14])=[O:11])[CH2:8]1.